From a dataset of Forward reaction prediction with 1.9M reactions from USPTO patents (1976-2016). Predict the product of the given reaction. (1) Given the reactants [CH:1]1([CH2:7][N:8]2[C:12]3[CH:13]=[C:14]([F:18])[C:15]([F:17])=[CH:16][C:11]=3[N:10]=[C:9]2[C:19]2[C:20]([O:25]CC3C=CC(OC)=CC=3)=[N:21][CH:22]=[CH:23][CH:24]=2)[CH2:6][CH2:5][CH2:4][CH2:3][CH2:2]1.B(Br)(Br)Br, predict the reaction product. The product is: [CH:1]1([CH2:7][N:8]2[C:12]3[CH:13]=[C:14]([F:18])[C:15]([F:17])=[CH:16][C:11]=3[N:10]=[C:9]2[C:19]2[C:20]([OH:25])=[N:21][CH:22]=[CH:23][CH:24]=2)[CH2:2][CH2:3][CH2:4][CH2:5][CH2:6]1. (2) Given the reactants [NH2:1][C:2]1[C:3]([C:24]([OH:26])=O)=[N:4][C:5]([C:14]2[CH:19]=[CH:18][C:17](=[O:20])[N:16]([CH:21]([CH3:23])[CH3:22])[CH:15]=2)=[C:6]([C:8]2[CH:13]=[CH:12][CH:11]=[CH:10][CH:9]=2)[N:7]=1.Cl.CN.[CH2:30]([N:32]=C=NCCCN(C)C)C.ON1C2C=CC=CC=2N=N1, predict the reaction product. The product is: [NH2:1][C:2]1[C:3]([C:24]([NH:32][CH3:30])=[O:26])=[N:4][C:5]([C:14]2[CH:19]=[CH:18][C:17](=[O:20])[N:16]([CH:21]([CH3:23])[CH3:22])[CH:15]=2)=[C:6]([C:8]2[CH:13]=[CH:12][CH:11]=[CH:10][CH:9]=2)[N:7]=1. (3) Given the reactants Cl[C:2]1[CH:7]=[C:6]([C:8]([F:11])([F:10])[F:9])[N:5]=[C:4]([C:12]2[CH:13]=[N:14][CH:15]=[CH:16][CH:17]=2)[N:3]=1.[CH3:18][O:19][CH:20]([C:23]1[CH:28]=[C:27]([O:29][CH3:30])[CH:26]=[CH:25][CH:24]=1)[CH2:21][NH2:22], predict the reaction product. The product is: [CH3:18][O:19][CH:20]([C:23]1[CH:28]=[C:27]([O:29][CH3:30])[CH:26]=[CH:25][CH:24]=1)[CH2:21][NH:22][C:2]1[CH:7]=[C:6]([C:8]([F:11])([F:10])[F:9])[N:5]=[C:4]([C:12]2[CH:13]=[N:14][CH:15]=[CH:16][CH:17]=2)[N:3]=1. (4) The product is: [F:1][C:2]1[CH:7]=[CH:6][C:5]([N:8]2[C:12]([C:13]3[CH:18]=[C:17]([CH2:19][O:20][C@H:21]([CH3:26])[C:22]([F:24])([F:25])[F:23])[CH:16]=[C:15]([F:27])[CH:14]=3)=[CH:11][C:10]([NH:28][C:35]([C@H:32]3[CH2:31][C:30](=[O:29])[NH:34][CH2:33]3)=[O:36])=[N:9]2)=[CH:4][CH:3]=1. Given the reactants [F:1][C:2]1[CH:7]=[CH:6][C:5]([N:8]2[C:12]([C:13]3[CH:18]=[C:17]([CH2:19][O:20][C@H:21]([CH3:26])[C:22]([F:25])([F:24])[F:23])[CH:16]=[C:15]([F:27])[CH:14]=3)=[CH:11][C:10]([NH2:28])=[N:9]2)=[CH:4][CH:3]=1.[O:29]=[C:30]1[NH:34][CH2:33][C@@H:32]([C:35](O)=[O:36])[CH2:31]1.CCN=C=NCCCN(C)C.Cl.O, predict the reaction product.